From a dataset of Forward reaction prediction with 1.9M reactions from USPTO patents (1976-2016). Predict the product of the given reaction. (1) Given the reactants Cl.[CH2:2]([O:4][C:5](=[O:9])[CH2:6][CH2:7][NH2:8])[CH3:3].[Cl:10][C:11]1[CH:16]=[CH:15][C:14]([CH2:17][C:18](=O)[CH3:19])=[CH:13][CH:12]=1.C(O)(=O)C, predict the reaction product. The product is: [Cl:10][C:11]1[CH:16]=[CH:15][C:14]([CH2:17][CH:18]([NH:8][CH2:7][CH2:6][C:5]([O:4][CH2:2][CH3:3])=[O:9])[CH3:19])=[CH:13][CH:12]=1. (2) Given the reactants [F:1][C:2]1([F:36])[CH2:5][CH:4]([O:6][C:7]2[CH:12]=[CH:11][N:10]=[C:9]([CH2:13][C:14]([NH:16][C:17]3[N:22]=[N:21][C:20]([CH2:23][CH2:24][C@@H:25]([F:35])[CH2:26][N:27]4[CH:31]=[C:30]([C:32]([OH:34])=O)[N:29]=[N:28]4)=[CH:19][CH:18]=3)=[O:15])[CH:8]=2)[CH2:3]1.[CH3:37][N:38](C(ON1N=NC2C=CC=NC1=2)=[N+](C)C)C.F[P-](F)(F)(F)(F)F.CCN(C(C)C)C(C)C.CN.C1COCC1, predict the reaction product. The product is: [F:36][C:2]1([F:1])[CH2:5][CH:4]([O:6][C:7]2[CH:12]=[CH:11][N:10]=[C:9]([CH2:13][C:14]([NH:16][C:17]3[N:22]=[N:21][C:20]([CH2:23][CH2:24][C@@H:25]([F:35])[CH2:26][N:27]4[CH:31]=[C:30]([C:32]([NH:38][CH3:37])=[O:34])[N:29]=[N:28]4)=[CH:19][CH:18]=3)=[O:15])[CH:8]=2)[CH2:3]1.